From a dataset of Experimentally validated miRNA-target interactions with 360,000+ pairs, plus equal number of negative samples. Binary Classification. Given a miRNA mature sequence and a target amino acid sequence, predict their likelihood of interaction. (1) Result: 0 (no interaction). The protein sequence of the target gene is MEPKAPCPAAVPSEERKFRVLVGVTGSVAALKLPLLVSKLLDVPGLEVTVVTTERAKHFYSPQDVPVTLYSDADEWEMWKRRSDPVLHIDLRRWADLMLVAPLDANTLGKVASGICDNLLTCVIRAWDLNKPLLFCPAMNTAMWEHPLTAQQVAQLKAFGYVEIPCVSKKLVCGDQGLGAMAEVETIVAKVQAVLSQHGSIQQS. The miRNA is hsa-miR-330-5p with sequence UCUCUGGGCCUGUGUCUUAGGC. (2) The miRNA is hsa-miR-6771-3p with sequence CAAACCCCUGUCUACCCGCAG. The protein sequence of the target gene is MYTFVVRDENSSVYAEVSRLLLATGHWKRLRRDNPRFNLMLGERNRLPFGRLGHEPGLVQLVNYYRGADKLCRKASLVKLIKTSPELAESCTWFPESYVIYPTNLKTPVAPAQNGIQPPISNSRTDEREFFLASYNRKKEDGEGNVWIAKSSAGAKGEGILISSEASELLDFIDNQGQVHVIQKYLEHPLLLEPGHRKFDIRSWVLVDHQYNIYLYREGVLRTASEPYHVDNFQDKTCHLTNHCIQKEYSKNYGKYEEGNEMFFKEFNQYLTSALNITLESSILLQIKHIIRNCLLSVEP.... Result: 1 (interaction). (3) The miRNA is hsa-miR-27a-3p with sequence UUCACAGUGGCUAAGUUCCGC. The protein sequence of the target gene is MHSDAAAVNFQLNSHLSTLANIHKIYHTLNKLNLTEDIGQDDHQTGSLRSCSSSDCFNKVMPPRKKRRPASGDDLSAKKSRHDSMYRKYDSTRIKTEEEAFSSKRCLEWFYEYAGTDDVVGPEGMEKFCEDIGVEPENVVMLVLAWKLDAQNMGYFTLQEWLKGMTSLQCDTTEKLRNTLDYLRSFLNDSTNFKLIYRYAFDFAREKDQRSLDINTAKCMLGLLLGKIWPLFPVFHQFLEQSKYKVINKDQWCNVLEFSRTINLDLSNYDEDGAWPVLLDEFVEWYKDKQMS. Result: 1 (interaction). (4) The miRNA is hsa-miR-3915 with sequence UUGAGGAAAAGAUGGUCUUAUU. The protein sequence of the target gene is MAEGSGEVVAVSATGAANGLNNGAGGTSATTCNPLSRKLHKILETRLDNDKEMLEALKALSTFFVENSLRTRRNLRGDIERKSLAINEEFVSIFKEVKEELESISEDVQAMSNCCQDMTSRLQAAKEQTQDLIVKTTKLQSESQKLEIRAQVADAFLSKFQLTSDEMSLLRGTREGPITEDFFKALGRVKQIHNDVKVLLRTNQQTAGLEIMEQMALLQETAYERLYRWAQSECRTLTQESCDVSPVLTQAMEALQDRPVLYKYTLDEFGTARRSTVVRGFIDALTRGGPGGTPRPIEMH.... Result: 0 (no interaction). (5) The miRNA is hsa-miR-519a-5p with sequence CUCUAGAGGGAAGCGCUUUCUG. The protein sequence of the target gene is MGAPFVWALGLLMLQMLLFVAGEQGTQDITDASERGLHMQKLGSGSVQAALAELVALPCLFTLQPRPSAARDAPRIKWTKVRTASGQRQDLPILVAKDNVVRVAKSWQGRVSLPSYPRRRANATLLLGPLRASDSGLYRCQVVRGIEDEQDLVPLEVTGVVFHYRSARDRYALTFAEAQEACRLSSAIIAAPRHLQAAFEDGFDNCDAGWLSDRTVRYPITQSRPGCYGDRSSLPGVRSYGRRNPQELYDVYCFARELGGEVFYVGPARRLTLAGARAQCRRQGAALASVGQLHLAWHEG.... Result: 1 (interaction). (6) The miRNA is hsa-miR-522-3p with sequence AAAAUGGUUCCCUUUAGAGUGU. The protein sequence of the target gene is MAQSKRHVYSRTPSGSRMSAEASARPLRVGSRVEVIGKGHRGTVAYVGATLFATGKWVGVILDEAKGKNDGTVQGRKYFTCDEGHGIFVRQSQIQVFEDGADTTSPETPDSSASKVLKREGTDTTAKTSKLRGLKPKKAPTARKTTTRRPKPTRPASTGVAGASSSLGPSGSASAGELSSSEPSTPAQTPLAAPIIPTPVLTSPGAVPPLPSPSKEEEGLRAQVRDLEEKLETLRLKRAEDKAKLKELEKHKIQLEQVQEWKSKMQEQQADLQRRLKEARKEAKEALEAKERYMEEMADT.... Result: 0 (no interaction).